The task is: Predict which catalyst facilitates the given reaction.. This data is from Catalyst prediction with 721,799 reactions and 888 catalyst types from USPTO. (1) Reactant: C[C:2]([O-:4])=[O:3].[Na+].[Cl:6][C:7]1[N:12]=[CH:11][C:10]2[C:13](I)=[N:14][N:15]([C:16]([C:29]3[CH:34]=[CH:33][CH:32]=[CH:31][CH:30]=3)([C:23]3[CH:28]=[CH:27][CH:26]=[CH:25][CH:24]=3)[C:17]3[CH:22]=[CH:21][CH:20]=[CH:19][CH:18]=3)[C:9]=2[CH:8]=1.[CH3:36]O. Product: [Cl:6][C:7]1[CH:8]=[CH:9][C:10]2[C:13]([C:2]([O:4][CH3:36])=[O:3])=[N:14][N:15]([C:16]([C:29]3[CH:34]=[CH:33][CH:32]=[CH:31][CH:30]=3)([C:23]3[CH:28]=[CH:27][CH:26]=[CH:25][CH:24]=3)[C:17]3[CH:22]=[CH:21][CH:20]=[CH:19][CH:18]=3)[C:11]=2[N:12]=1. The catalyst class is: 2. (2) Reactant: [F:1][C:2]([F:28])([F:27])[C@H:3]1[CH2:8][CH2:7][C@H:6]([C:9]([N:11]2[CH2:15][CH2:14][CH2:13][C@@H:12]2[CH2:16][O:17][C:18]2[C:19]([C:24]([NH2:26])=[O:25])=[N:20][CH:21]=[CH:22][CH:23]=2)=[O:10])[CH2:5][CH2:4]1.[H-].[Na+].I[CH2:32][C:33]1([OH:39])[CH2:38][CH2:37][O:36][CH2:35][CH2:34]1.C(O)(=O)CC(CC(O)=O)(C(O)=O)O. Product: [OH:39][C:33]1([CH2:32][NH:26][C:24](=[O:25])[C:19]2[C:18]([O:17][CH2:16][C@H:12]3[CH2:13][CH2:14][CH2:15][N:11]3[C:9]([C@H:6]3[CH2:7][CH2:8][C@H:3]([C:2]([F:1])([F:27])[F:28])[CH2:4][CH2:5]3)=[O:10])=[CH:23][CH:22]=[CH:21][N:20]=2)[CH2:38][CH2:37][O:36][CH2:35][CH2:34]1. The catalyst class is: 60. (3) Reactant: [NH3:1].[C:2]([Si:6]([CH3:29])([CH3:28])[O:7][C:8]1[C:9]([O:26][CH3:27])=[C:10]([C:16]([C:18]2[C:19](Cl)=[N:20][C:21]([Cl:24])=[N:22][CH:23]=2)=[O:17])[C:11]([F:15])=[C:12]([F:14])[CH:13]=1)([CH3:5])([CH3:4])[CH3:3]. Product: [NH2:1][C:19]1[C:18]([C:16]([C:10]2[C:11]([F:15])=[C:12]([F:14])[CH:13]=[C:8]([O:7][Si:6]([C:2]([CH3:3])([CH3:5])[CH3:4])([CH3:28])[CH3:29])[C:9]=2[O:26][CH3:27])=[O:17])=[CH:23][N:22]=[C:21]([Cl:24])[N:20]=1. The catalyst class is: 11. (4) Reactant: [NH:1]([C:8]([O:10][C:11]([CH3:14])([CH3:13])[CH3:12])=[O:9])[C@H:2]([C:5]([OH:7])=[O:6])[CH2:3][OH:4].[H-].[Na+].F[C:18]1[C:23]([C:24]([F:27])([F:26])[F:25])=[CH:22][CH:21]=[CH:20][C:19]=1[N+:28]([O-:30])=[O:29].Cl. The catalyst class is: 18. Product: [C:11]([O:10][C:8]([NH:1][C@@H:2]([CH2:3][O:4][C:18]1[C:23]([C:24]([F:27])([F:26])[F:25])=[CH:22][CH:21]=[CH:20][C:19]=1[N+:28]([O-:30])=[O:29])[C:5]([OH:7])=[O:6])=[O:9])([CH3:14])([CH3:13])[CH3:12]. (5) Reactant: [Cl:1]N1C(=O)CCC1=O.[CH2:9]([O:11][C:12]([C:14]1[CH:18]=[C:17]([CH3:19])[NH:16][N:15]=1)=[O:13])[CH3:10]. Product: [CH2:9]([O:11][C:12]([C:14]1[C:18]([Cl:1])=[C:17]([CH3:19])[NH:16][N:15]=1)=[O:13])[CH3:10]. The catalyst class is: 2. (6) Reactant: [Cl:1][C:2]1[C:3]([C:8]2[CH:13]=[CH:12][C:11]([C:14]3[NH:18][C:17]4[CH:19]=[C:20]([C:23]([F:26])([F:25])[F:24])[CH:21]=[CH:22][C:16]=4[N:15]=3)=[CH:10][CH:9]=2)=[N:4][CH:5]=[CH:6][CH:7]=1.Cl. Product: [Cl-:1].[Cl:1][C:2]1[C:3]([C:8]2[CH:13]=[CH:12][C:11]([C:14]3[NH:18][C:17]4[CH:19]=[C:20]([C:23]([F:26])([F:24])[F:25])[CH:21]=[CH:22][C:16]=4[N:15]=3)=[CH:10][CH:9]=2)=[N:4][CH:5]=[CH:6][CH:7]=1. The catalyst class is: 27. (7) Reactant: Br[C:2]1[CH:7]=[CH:6][C:5]([Br:8])=[CH:4][CH:3]=1.C([Li])CCC.[C:14]1(=[O:19])[CH2:18][CH2:17][CH2:16][CH2:15]1. Product: [Br:8][C:5]1[CH:6]=[CH:7][C:2]([C:14]2([OH:19])[CH2:18][CH2:17][CH2:16][CH2:15]2)=[CH:3][CH:4]=1. The catalyst class is: 7. (8) Reactant: [CH3:1][N:2]([C:9]1[CH:14]=[CH:13][CH:12]=[C:11]([C:15]2[CH2:19][C:18]([C:24]3[CH:29]=[C:28]([Cl:30])[CH:27]=[C:26]([Cl:31])[CH:25]=3)([C:20]([F:23])([F:22])[F:21])[O:17][N:16]=2)[CH:10]=1)C1C=CC=CC=1.Cl.[N:33]([O-])=[O:34].[Na+].C(=O)(O)[O-].[Na+]. Product: [CH3:1][N:2]([N:33]=[O:34])[C:9]1[CH:14]=[CH:13][CH:12]=[C:11]([C:15]2[CH2:19][C:18]([C:24]3[CH:29]=[C:28]([Cl:30])[CH:27]=[C:26]([Cl:31])[CH:25]=3)([C:20]([F:22])([F:21])[F:23])[O:17][N:16]=2)[CH:10]=1. The catalyst class is: 30. (9) Reactant: C[Si](C)(C)N[Si](C)(C)C.[Li].Cl[C:12]1[CH:13]=[C:14]([CH:27]=[CH:28][C:29]=1[Cl:30])[CH2:15][N:16]1[C:21](=[O:22])[CH:20]=[C:19]2[S:23][CH:24]=[CH:25][N:18]2[C:17]1=[O:26].[CH2:31]([N:38]=[C:39]=[O:40])[C:32]1[CH:37]=[CH:36][CH:35]=[CH:34][CH:33]=1.[Cl-].[NH4+]. Product: [CH2:31]([NH:38][C:39]([C:24]1[S:23][C:19]2[N:18]([C:17](=[O:26])[N:16]([CH2:15][C:14]3[CH:27]=[CH:28][C:29]([Cl:30])=[CH:12][CH:13]=3)[C:21](=[O:22])[CH:20]=2)[CH:25]=1)=[O:40])[C:32]1[CH:37]=[CH:36][CH:35]=[CH:34][CH:33]=1. The catalyst class is: 765.